From a dataset of Forward reaction prediction with 1.9M reactions from USPTO patents (1976-2016). Predict the product of the given reaction. (1) Given the reactants [NH:1]1[C:5]2[CH:6]=[C:7]([C:10]3[O:14][C:13]([SH:15])=[N:12][N:11]=3)[CH:8]=[CH:9][C:4]=2[N:3]=[CH:2]1.[CH2:16](Br)[CH3:17], predict the reaction product. The product is: [CH2:16]([S:15][C:13]1[O:14][C:10]([C:7]2[CH:8]=[CH:9][C:4]3[NH:3][CH:2]=[N:1][C:5]=3[CH:6]=2)=[N:11][N:12]=1)[CH3:17]. (2) Given the reactants [NH2:1][C:2]([NH2:4])=[O:3].C([O:7][C:8](=O)[CH:9]([C:18]#[N:19])[CH2:10][CH:11]([O:15][CH2:16][CH3:17])[O:12][CH2:13][CH3:14])C.[O-]CC.[Na+].O, predict the reaction product. The product is: [NH2:19][C:18]1[N:4]=[C:2]([OH:3])[N:1]=[C:8]([OH:7])[C:9]=1[CH2:10][CH:11]([O:12][CH2:13][CH3:14])[O:15][CH2:16][CH3:17]. (3) Given the reactants [Cl:1][C:2]1[CH:10]=[CH:9][C:5]([C:6](O)=[O:7])=[CH:4][C:3]=1[OH:11].S(Cl)([Cl:14])=O, predict the reaction product. The product is: [Cl:1][C:2]1[CH:10]=[CH:9][C:5]([C:6]([Cl:14])=[O:7])=[CH:4][C:3]=1[OH:11]. (4) Given the reactants ClC1C=C(N)C=CC=1C.[C:10]1([O:16][C:17](=[O:27])[NH:18][C:19]2[CH:24]=[CH:23][C:22]([CH3:25])=[C:21]([Cl:26])[CH:20]=2)[CH:15]=[CH:14][CH:13]=[CH:12][CH:11]=1.[H-].[Na+], predict the reaction product. The product is: [C:10]1([O:16][C:17](=[O:27])[NH:18][C:19]2[CH:24]=[CH:23][C:22]([CH3:25])=[C:21]([Cl:26])[CH:20]=2)[CH:15]=[CH:14][CH:13]=[CH:12][CH:11]=1. (5) Given the reactants [Cl:1][C:2]1[C:7]([F:8])=[CH:6][CH:5]=[C:4]([Cl:9])[C:3]=1[C@H:10]([O:12][C:13]1[C:14]2[O:22][CH:21]=[C:20]([C:23]3[CH2:24][CH2:25][NH:26][CH2:27][CH:28]=3)[C:15]=2[CH:16]=[N:17][C:18]=1[NH2:19])[CH3:11].O=[C:30]1[CH2:33][N:32](C(OC(C)(C)C)=O)[CH2:31]1.C(O[BH-](OC(=O)C)OC(=O)C)(=O)C.[Na+].ClCCCl.C(Cl)Cl.C(O)(C(F)(F)F)=O, predict the reaction product. The product is: [NH:32]1[CH2:33][CH:30]([N:26]2[CH2:25][CH:24]=[C:23]([C:20]3[C:15]4[CH:16]=[N:17][C:18]([NH2:19])=[C:13]([O:12][C@@H:10]([C:3]5[C:4]([Cl:9])=[CH:5][CH:6]=[C:7]([F:8])[C:2]=5[Cl:1])[CH3:11])[C:14]=4[O:22][CH:21]=3)[CH2:28][CH2:27]2)[CH2:31]1. (6) Given the reactants [NH:1]1[CH2:6][CH2:5][CH:4]([NH:7][C:8]([NH:10][C:11]2[CH:16]=[CH:15][C:14]([O:17][C:18]([F:21])([F:20])[F:19])=[CH:13][CH:12]=2)=[O:9])[CH2:3][CH2:2]1.C(N(CC)CC)C.[CH3:29][N:30]([CH3:45])[C:31]1[CH:40]=[CH:39][CH:38]=[C:37]2[C:32]=1[CH:33]=[CH:34][CH:35]=[C:36]2[S:41](Cl)(=[O:43])=[O:42], predict the reaction product. The product is: [CH3:29][N:30]([CH3:45])[C:31]1[CH:40]=[CH:39][CH:38]=[C:37]2[C:32]=1[CH:33]=[CH:34][CH:35]=[C:36]2[S:41]([N:1]1[CH2:6][CH2:5][CH:4]([NH:7][C:8]([NH:10][C:11]2[CH:16]=[CH:15][C:14]([O:17][C:18]([F:19])([F:20])[F:21])=[CH:13][CH:12]=2)=[O:9])[CH2:3][CH2:2]1)(=[O:43])=[O:42]. (7) Given the reactants [CH3:1][C:2]#[C:3][CH2:4][CH2:5][CH2:6][CH3:7].B1C2CCCC1CCC2.B(O)O.Br[C:21]1[CH:54]=[CH:53][C:24]([CH2:25][C:26]2[N:27]([C:39]3[CH:40]=[C:41]([N:45]4[S:49](=[O:51])(=[O:50])[NH:48][C:47](=[O:52])[CH2:46]4)[CH:42]=[CH:43][CH:44]=3)[CH:28]=[C:29]([C:31]3[CH:36]=[CH:35][C:34]([Cl:37])=[CH:33][C:32]=3[Cl:38])[N:30]=2)=[CH:23][CH:22]=1, predict the reaction product. The product is: [Cl:38][C:32]1[CH:33]=[C:34]([Cl:37])[CH:35]=[CH:36][C:31]=1[C:29]1[N:30]=[C:26]([CH2:25][C:24]2[CH:53]=[CH:54][C:21]([C:2]([CH3:1])=[CH:3][CH2:4][CH2:5][CH2:6][CH3:7])=[CH:22][CH:23]=2)[N:27]([C:39]2[CH:40]=[C:41]([N:45]3[S:49](=[O:50])(=[O:51])[NH:48][C:47](=[O:52])[CH2:46]3)[CH:42]=[CH:43][CH:44]=2)[CH:28]=1. (8) Given the reactants CCN(C(C)C)C(C)C.[F:10][C:11]1[CH:16]=[CH:15][C:14]([C:17]2[O:18][C:19]3[CH:29]=[CH:28][C:27]([C:30]4[CH:31]=[C:32]([CH:42]=[CH:43][CH:44]=4)[C:33]([NH:35][C:36]([CH3:41])([CH3:40])[C:37]([OH:39])=O)=[O:34])=[CH:26][C:20]=3[C:21]=2[C:22](=[O:25])[NH:23][CH3:24])=[CH:13][CH:12]=1.[CH3:45][C:46]1[CH:50]=[C:49]([NH2:51])[O:48][N:47]=1.[H-].[Na+], predict the reaction product. The product is: [F:10][C:11]1[CH:16]=[CH:15][C:14]([C:17]2[O:18][C:19]3[CH:29]=[CH:28][C:27]([C:30]4[CH:44]=[CH:43][CH:42]=[C:32]([C:33](=[O:34])[NH:35][C:36]([CH3:41])([CH3:40])[C:37]([NH:51][C:49]5[O:48][N:47]=[C:46]([CH3:45])[CH:50]=5)=[O:39])[CH:31]=4)=[CH:26][C:20]=3[C:21]=2[C:22]([NH:23][CH3:24])=[O:25])=[CH:13][CH:12]=1. (9) Given the reactants [F:1][C:2](CC(O)=O)([F:4])[F:3].[CH2:9]([O:11][C:12]1[CH:17]=[C:16]([CH2:18][N:19]2[CH2:38][CH2:37][C:22]3([CH2:26][N:25]([C:27]4[CH:35]=[CH:34][C:30]([C:31]([OH:33])=[O:32])=[CH:29][CH:28]=4)[C:24](=[O:36])[CH2:23]3)[CH2:21][CH2:20]2)[CH:15]=[C:14]([O:39][CH2:40][CH3:41])[C:13]=1[C:42]1[CH:47]=[CH:46][C:45]([F:48])=[CH:44][CH:43]=1)[CH3:10].C[N:50]([P+](ON1N=NC2C=CC=CC1=2)(N(C)C)N(C)C)C.F[P-](F)(F)(F)(F)F, predict the reaction product. The product is: [F:1][C:2]([O:33][C:31](=[O:32])[CH3:30])([F:4])[F:3].[CH2:40]([O:39][C:14]1[CH:15]=[C:16]([CH2:18][N:19]2[CH2:38][CH2:37][C:22]3([CH2:26][N:25]([C:27]4[CH:28]=[CH:29][C:30]([C:31]([NH2:50])=[O:33])=[CH:34][CH:35]=4)[C:24](=[O:36])[CH2:23]3)[CH2:21][CH2:20]2)[CH:17]=[C:12]([O:11][CH2:9][CH3:10])[C:13]=1[C:42]1[CH:47]=[CH:46][C:45]([F:48])=[CH:44][CH:43]=1)[CH3:41].